The task is: Predict the reaction yield, written as a fraction of the theoretical maximum amount of product (1.0 means a 100% yield; for example, 0.34 means a 34% yield).. This data is from Reaction yield outcomes from USPTO patents with 853,638 reactions. (1) The reactants are S(Cl)(Cl)=O.CC1C=C(C=C(C)C=1)C(O)=O.CC1C=C(C(Cl)=O)C=C(C)C=1.[CH3:27][C:28]1[CH:29]=[C:30]([C:35]([N:37]=[C:38]=[S:39])=[O:36])[CH:31]=[C:32]([CH3:34])[CH:33]=1.[Cl:40][C:41]1[CH:42]=[C:43]([CH:45]=[CH:46][C:47]=1[O:48][C:49]1[C:58]2[C:53](=[CH:54][C:55]([O:61][CH3:62])=[C:56]([O:59][CH3:60])[CH:57]=2)[N:52]=[CH:51][CH:50]=1)[NH2:44]. The catalyst is C(O)C.C1(C)C=CC=CC=1. The product is [Cl:40][C:41]1[CH:42]=[C:43]([NH:44][C:38]([NH:37][C:35](=[O:36])[C:30]2[CH:29]=[C:28]([CH3:27])[CH:33]=[C:32]([CH3:34])[CH:31]=2)=[S:39])[CH:45]=[CH:46][C:47]=1[O:48][C:49]1[C:58]2[C:53](=[CH:54][C:55]([O:61][CH3:62])=[C:56]([O:59][CH3:60])[CH:57]=2)[N:52]=[CH:51][CH:50]=1. The yield is 0.970. (2) The product is [F:25][C:2]([CH3:18])([CH3:17])[CH2:3][O:4][C:5]1[CH:14]=[CH:13][C:8]([C:9]([O:11][CH3:12])=[O:10])=[CH:7][C:6]=1[O:15][CH3:16]. The reactants are O[C:2]([CH3:18])([CH3:17])[CH2:3][O:4][C:5]1[CH:14]=[CH:13][C:8]([C:9]([O:11][CH3:12])=[O:10])=[CH:7][C:6]=1[O:15][CH3:16].COCCN(CCOC)S(F)(F)[F:25]. The yield is 0.700. The catalyst is C(Cl)Cl. (3) The reactants are Cl[CH2:2][C:3]([NH:5][C:6]1[S:7][C:8]2[CH:14]=[C:13]([O:15][C:16]3[CH:17]=[CH:18][C:19]([CH3:36])=[C:20]([NH:22][C:23](=[O:35])[C:24]4[CH:29]=[CH:28][CH:27]=[C:26]([C:30]([C:33]#[N:34])([CH3:32])[CH3:31])[CH:25]=4)[CH:21]=3)[CH:12]=[CH:11][C:9]=2[N:10]=1)=[O:4].C(N(CC)CC)C.[CH3:44][N:45]1[CH2:50][CH2:49][NH:48][CH2:47][CH2:46]1. The catalyst is O1CCCC1.C(OCC)(=O)C. The product is [C:33]([C:30]([C:26]1[CH:25]=[C:24]([CH:29]=[CH:28][CH:27]=1)[C:23]([NH:22][C:20]1[CH:21]=[C:16]([O:15][C:13]2[CH:12]=[CH:11][C:9]3[N:10]=[C:6]([NH:5][C:3](=[O:4])[CH2:2][N:48]4[CH2:49][CH2:50][N:45]([CH3:44])[CH2:46][CH2:47]4)[S:7][C:8]=3[CH:14]=2)[CH:17]=[CH:18][C:19]=1[CH3:36])=[O:35])([CH3:32])[CH3:31])#[N:34]. The yield is 0.400. (4) The reactants are [C:1]([C:3]1[N:7]2[N:8]=[C:9]([C:12]3[CH:17]=[CH:16][C:15]([C:18]([N:20]4[CH2:25][CH2:24][O:23][CH2:22][CH2:21]4)=[O:19])=[CH:14][CH:13]=3)[CH:10]=[CH:11][C:6]2=[N:5][CH:4]=1)#[CH:2].I[C:27]1[CH:28]=[C:29]2[CH:35]=[CH:34][NH:33][C:30]2=[N:31][CH:32]=1. No catalyst specified. The product is [NH:33]1[C:30]2=[N:31][CH:32]=[C:27]([C:2]#[C:1][C:3]3[N:7]4[N:8]=[C:9]([C:12]5[CH:13]=[CH:14][C:15]([C:18]([N:20]6[CH2:21][CH2:22][O:23][CH2:24][CH2:25]6)=[O:19])=[CH:16][CH:17]=5)[CH:10]=[CH:11][C:6]4=[N:5][CH:4]=3)[CH:28]=[C:29]2[CH:35]=[CH:34]1. The yield is 0.980.